This data is from Peptide-MHC class I binding affinity with 185,985 pairs from IEDB/IMGT. The task is: Regression. Given a peptide amino acid sequence and an MHC pseudo amino acid sequence, predict their binding affinity value. This is MHC class I binding data. (1) The peptide sequence is VLQAGFFLLT. The MHC is HLA-A02:02 with pseudo-sequence HLA-A02:02. The binding affinity (normalized) is 0.629. (2) The peptide sequence is TDRWGLTKSIT. The MHC is Mamu-A11 with pseudo-sequence Mamu-A11. The binding affinity (normalized) is 0.